From a dataset of Peptide-MHC class I binding affinity with 185,985 pairs from IEDB/IMGT. Regression. Given a peptide amino acid sequence and an MHC pseudo amino acid sequence, predict their binding affinity value. This is MHC class I binding data. The peptide sequence is TFYAEFPKK. The MHC is HLA-A23:01 with pseudo-sequence HLA-A23:01. The binding affinity (normalized) is 0.611.